Dataset: Full USPTO retrosynthesis dataset with 1.9M reactions from patents (1976-2016). Task: Predict the reactants needed to synthesize the given product. Given the product [Cl:11][C:2]([Cl:1])([Cl:10])[C:3]([C:5]1[NH:6][CH:7]=[C:8]([CH:17]=[O:18])[CH:9]=1)=[O:4], predict the reactants needed to synthesize it. The reactants are: [Cl:1][C:2]([Cl:11])([Cl:10])[C:3]([C:5]1[NH:6][CH:7]=[CH:8][CH:9]=1)=[O:4].[Al+3].[Cl-].[Cl-].[Cl-].Cl[CH:17](Cl)[O:18]C.